Dataset: Reaction yield outcomes from USPTO patents with 853,638 reactions. Task: Predict the reaction yield, written as a fraction of the theoretical maximum amount of product (1.0 means a 100% yield; for example, 0.34 means a 34% yield). (1) The reactants are Br[C:2]1[CH:3]=[CH:4][C:5]([O:16][CH3:17])=[C:6]([CH:15]=1)[O:7][Si:8]([C:11]([CH3:14])([CH3:13])[CH3:12])([CH3:10])[CH3:9].[Li]CCCC.[B:23](OC(C)C)([O:28]C(C)C)[O:24]C(C)C. The catalyst is C1COCC1. The product is [Si:8]([O:7][C:6]1[CH:15]=[C:2]([B:23]([OH:28])[OH:24])[CH:3]=[CH:4][C:5]=1[O:16][CH3:17])([C:11]([CH3:14])([CH3:13])[CH3:12])([CH3:10])[CH3:9]. The yield is 0.660. (2) The reactants are F[C:2]1[C:7]([I:8])=[CH:6][CH:5]=[CH:4][N:3]=1.[CH3:9][NH2:10]. No catalyst specified. The product is [I:8][C:7]1[C:2]([NH:10][CH3:9])=[N:3][CH:4]=[CH:5][CH:6]=1. The yield is 0.950. (3) The reactants are [CH3:1][O:2][C:3](=[O:14])[CH2:4][C:5]1[CH:9]=[C:8]([CH2:10]OC)[S:7][C:6]=1[CH3:13].B(Cl)(Cl)[Cl:16]. The product is [CH3:1][O:2][C:3](=[O:14])[CH2:4][C:5]1[CH:9]=[C:8]([CH2:10][Cl:16])[S:7][C:6]=1[CH3:13]. The catalyst is ClCCl. The yield is 0.990. (4) The reactants are [CH3:1][C:2]1[N:7]=[C:6]([C:8]2[CH:17]=[C:16]([O:18][CH:19]3[CH2:36][CH:35]4[CH:21]([C:22](=[O:42])[N:23]([CH3:41])[CH2:24][CH2:25][CH2:26][CH2:27][CH:28]=[CH:29][CH:30]5[C:32]([C:38]([OH:40])=O)([NH:33][C:34]4=[O:37])[CH2:31]5)[CH2:20]3)[C:15]3[C:10](=[C:11]([CH3:45])[C:12]([O:43][CH3:44])=[CH:13][CH:14]=3)[N:9]=2)[CH:5]=[CH:4][CH:3]=1.C1N=CN(C(N2C=NC=C2)=O)C=1.[CH:58]1([S:61]([NH2:64])(=[O:63])=[O:62])[CH2:60][CH2:59]1.C1CCN2C(=NCCC2)CC1.C(O)(=O)CC(CC(O)=O)(C(O)=O)O. The catalyst is C1COCC1. The product is [CH3:1][C:2]1[N:7]=[C:6]([C:8]2[CH:17]=[C:16]([O:18][CH:19]3[CH2:36][CH:35]4[CH:21]([C:22](=[O:42])[N:23]([CH3:41])[CH2:24][CH2:25][CH2:26][CH2:27][CH:28]=[CH:29][CH:30]5[C:32]([C:38]([NH:64][S:61]([CH:58]6[CH2:60][CH2:59]6)(=[O:63])=[O:62])=[O:40])([NH:33][C:34]4=[O:37])[CH2:31]5)[CH2:20]3)[C:15]3[C:10](=[C:11]([CH3:45])[C:12]([O:43][CH3:44])=[CH:13][CH:14]=3)[N:9]=2)[CH:5]=[CH:4][CH:3]=1. The yield is 0.520.